This data is from Forward reaction prediction with 1.9M reactions from USPTO patents (1976-2016). The task is: Predict the product of the given reaction. (1) The product is: [OH:18][C@@:19]([C@H:28]1[O:33][CH2:32][CH2:31][N:30]([C:34]2[CH:38]=[CH:37][N:36]([C:2]3[CH:7]=[N:6][C:5]([O:8][CH2:9][C:10]4[CH:15]=[CH:14][C:13]([O:16][CH3:17])=[CH:12][CH:11]=4)=[CH:4][CH:3]=3)[N:35]=2)[C:29]1=[O:39])([CH3:27])[C:20]([O:22][C:23]([CH3:25])([CH3:26])[CH3:24])=[O:21]. Given the reactants I[C:2]1[CH:3]=[CH:4][C:5]([O:8][CH2:9][C:10]2[CH:15]=[CH:14][C:13]([O:16][CH3:17])=[CH:12][CH:11]=2)=[N:6][CH:7]=1.[OH:18][C@@:19]([C@H:28]1[O:33][CH2:32][CH2:31][N:30]([C:34]2[CH:38]=[CH:37][NH:36][N:35]=2)[C:29]1=[O:39])([CH3:27])[C:20]([O:22][C:23]([CH3:26])([CH3:25])[CH3:24])=[O:21].BrC1C=CC(=O)N(C(F)F)C=1.NC1C=CNN=1, predict the reaction product. (2) Given the reactants Br[CH2:2][CH:3]1[CH2:7][C:6]2[CH:8]=[C:9]([F:20])[CH:10]=[C:11]([C:12]3[CH:17]=[CH:16][C:15]([Cl:18])=[CH:14][C:13]=3[CH3:19])[C:5]=2[O:4]1.[N-:21]=[N+:22]=[N-:23].[Na+], predict the reaction product. The product is: [N:21]([CH2:2][C@H:3]1[CH2:7][C:6]2[CH:8]=[C:9]([F:20])[CH:10]=[C:11]([C:12]3[CH:17]=[CH:16][C:15]([Cl:18])=[CH:14][C:13]=3[CH3:19])[C:5]=2[O:4]1)=[N+:22]=[N-:23]. (3) Given the reactants [CH:1]1([CH2:7][C:8]2[N:9]=[C:10]([C:13]3[O:17][C:16]([CH2:18][C:19]([CH3:24])([CH3:23])[C:20]([OH:22])=[O:21])=[N:15][N:14]=3)[S:11][CH:12]=2)[CH2:6][CH2:5][CH2:4][CH2:3][CH2:2]1.Br[C:26]1[CH:35]=[CH:34][C:33]([S:36]([NH:39][C@@H:40]([CH3:45])[C:41]([F:44])([F:43])[F:42])(=[O:38])=[O:37])=[C:32]2[C:27]=1[CH:28]=[CH:29][N:30]=[CH:31]2, predict the reaction product. The product is: [CH:1]1([CH2:7][C:8]2[N:9]=[C:10]([C:13]3[O:17][C:16]([CH2:18][C:19]([CH3:24])([CH3:23])[C:20]([OH:22])=[O:21])=[N:15][N:14]=3)[S:11][C:12]=2[C:26]2[CH:35]=[CH:34][C:33]([S:36](=[O:37])(=[O:38])[NH:39][C@@H:40]([CH3:45])[C:41]([F:42])([F:43])[F:44])=[C:32]3[C:27]=2[CH:28]=[CH:29][N:30]=[CH:31]3)[CH2:2][CH2:3][CH2:4][CH2:5][CH2:6]1. (4) Given the reactants [CH2:1]([O:8][C:9](=[O:29])[CH:10]([O:26][CH2:27][CH3:28])[CH2:11][C:12]1[CH:17]=[CH:16][C:15]([OH:18])=[C:14]([CH2:19][C:20]2[CH:25]=[CH:24][CH:23]=[CH:22][CH:21]=2)[CH:13]=1)[C:2]1[CH:7]=[CH:6][CH:5]=[CH:4][CH:3]=1.[CH3:30][C:31]1[O:35][C:34]([C:36]2[CH:41]=[CH:40][CH:39]=[CH:38][CH:37]=2)=[N:33][C:32]=1[CH2:42][C:43](O)=[O:44].C(Cl)Cl.Cl, predict the reaction product. The product is: [CH2:1]([O:8][C:9](=[O:29])[CH:10]([O:26][CH2:27][CH3:28])[CH2:11][C:12]1[CH:17]=[CH:16][C:15]([O:18][C:43](=[O:44])[CH2:42][C:32]2[N:33]=[C:34]([C:36]3[CH:41]=[CH:40][CH:39]=[CH:38][CH:37]=3)[O:35][C:31]=2[CH3:30])=[C:14]([CH2:19][C:20]2[CH:21]=[CH:22][CH:23]=[CH:24][CH:25]=2)[CH:13]=1)[C:2]1[CH:7]=[CH:6][CH:5]=[CH:4][CH:3]=1. (5) Given the reactants [Cl:1][C:2]1[C:3]2[NH:10][CH:9]=[CH:8][C:4]=2[N:5]=[CH:6][N:7]=1.C(=O)([O-])[O-].[Cs+].[Cs+].Br[CH2:18][CH:19]1[CH2:23][CH2:22][CH2:21][O:20]1, predict the reaction product. The product is: [Cl:1][C:2]1[C:3]2[N:10]([CH2:18][CH:19]3[CH2:23][CH2:22][CH2:21][O:20]3)[CH:9]=[CH:8][C:4]=2[N:5]=[CH:6][N:7]=1.